Dataset: Full USPTO retrosynthesis dataset with 1.9M reactions from patents (1976-2016). Task: Predict the reactants needed to synthesize the given product. (1) Given the product [F:37][C:35]1[CH:36]=[C:31]([CH:32]=[C:33]([F:38])[CH:34]=1)[CH2:30][C@H:16]([NH:15][C:8]([C:6]1[N:7]=[C:3]([N:2]([CH3:1])[S:11]([CH3:14])(=[O:13])=[O:12])[O:4][CH:5]=1)=[O:10])[C@H:17]([OH:29])[CH2:18][NH:19][CH2:20][C:21]1[CH:26]=[CH:25][CH:24]=[C:23]([CH2:27][CH3:28])[CH:22]=1, predict the reactants needed to synthesize it. The reactants are: [CH3:1][N:2]([S:11]([CH3:14])(=[O:13])=[O:12])[C:3]1[O:4][CH:5]=[C:6]([C:8]([OH:10])=O)[N:7]=1.[NH2:15][C@@H:16]([CH2:30][C:31]1[CH:36]=[C:35]([F:37])[CH:34]=[C:33]([F:38])[CH:32]=1)[C@H:17]([OH:29])[CH2:18][NH:19][CH2:20][C:21]1[CH:26]=[CH:25][CH:24]=[C:23]([CH2:27][CH3:28])[CH:22]=1.CN(C(ON1N=NC2C=CC=NC1=2)=[N+](C)C)C.F[P-](F)(F)(F)(F)F. (2) Given the product [CH3:12][O:13][C:14]1[CH:22]=[C:21]([C:23]([F:24])([F:25])[F:26])[CH:20]=[C:19]([C:27]([F:28])([F:29])[F:30])[C:15]=1[C:16]([NH:11][C@@H:7]1[CH2:8][CH2:9][CH2:10][C@@H:6]1[N:1]1[CH2:2][CH2:3][CH2:4][CH2:5]1)=[O:17], predict the reactants needed to synthesize it. The reactants are: [N:1]1([C@H:6]2[CH2:10][CH2:9][CH2:8][C@H:7]2[NH2:11])[CH2:5][CH2:4][CH2:3][CH2:2]1.[CH3:12][O:13][C:14]1[CH:22]=[C:21]([C:23]([F:26])([F:25])[F:24])[CH:20]=[C:19]([C:27]([F:30])([F:29])[F:28])[C:15]=1[C:16](O)=[O:17]. (3) Given the product [O:22]=[C:20]1[N:19]([CH2:23][O:24][CH2:25][CH2:26][Si:27]([CH3:30])([CH3:29])[CH3:28])[C:18]2[CH:31]=[CH:32][C:15]([CH:13]([C:10]3[CH:11]=[CH:12][N:8]([C:5]4[N:6]=[CH:7][C:2]([S:33][CH:34]([CH3:40])[C:35]([O:37][CH2:38][CH3:39])=[O:36])=[CH:3][CH:4]=4)[N:9]=3)[CH3:14])=[CH:16][C:17]=2[S:21]1, predict the reactants needed to synthesize it. The reactants are: I[C:2]1[CH:3]=[CH:4][C:5]([N:8]2[CH:12]=[CH:11][C:10]([CH:13]([C:15]3[CH:32]=[CH:31][C:18]4[N:19]([CH2:23][O:24][CH2:25][CH2:26][Si:27]([CH3:30])([CH3:29])[CH3:28])[C:20](=[O:22])[S:21][C:17]=4[CH:16]=3)[CH3:14])=[N:9]2)=[N:6][CH:7]=1.[SH:33][CH:34]([CH3:40])[C:35]([O:37][CH2:38][CH3:39])=[O:36].